Dataset: Full USPTO retrosynthesis dataset with 1.9M reactions from patents (1976-2016). Task: Predict the reactants needed to synthesize the given product. (1) Given the product [OH:1][C@@H:2]([CH2:18][N:19]1[CH2:24][CH2:23][O:22][CH2:21][CH2:20]1)[CH2:3][N:4]1[CH2:10][CH2:9][CH2:8][C:7]2[NH:11][C:12](/[CH:15]=[C:28]3\[C:29](=[O:35])[NH:30][C:31]4[C:27]\3=[C:26]([CH3:25])[CH:34]=[CH:33][CH:32]=4)=[C:13]([CH3:14])[C:6]=2[C:5]1=[O:17], predict the reactants needed to synthesize it. The reactants are: [OH:1][C@@H:2]([CH2:18][N:19]1[CH2:24][CH2:23][O:22][CH2:21][CH2:20]1)[CH2:3][N:4]1[CH2:10][CH2:9][CH2:8][C:7]2[NH:11][C:12]([CH:15]=O)=[C:13]([CH3:14])[C:6]=2[C:5]1=[O:17].[CH3:25][C:26]1[CH:34]=[CH:33][CH:32]=[C:31]2[C:27]=1[CH2:28][C:29](=[O:35])[NH:30]2.N1CCCCC1. (2) Given the product [S:5]([N:1]=[N+:2]=[N-:3])([C:8]([F:11])([F:10])[F:9])(=[O:7])=[O:6], predict the reactants needed to synthesize it. The reactants are: [N-:1]=[N+:2]=[N-:3].[Na+].[S:5](O[S:5]([C:8]([F:11])([F:10])[F:9])(=[O:7])=[O:6])([C:8]([F:11])([F:10])[F:9])(=[O:7])=[O:6]. (3) Given the product [C:18]([O:17][C@@H:10]([C:4]1[C:5]([CH3:9])=[N:6][C:7]([CH3:8])=[C:2]([C:40]2[CH:39]=[CH:38][C:37]([O:36][CH2:35][CH2:34][C:33]3[CH:32]=[CH:31][C:30]([F:29])=[CH:47][CH:46]=3)=[CH:42][CH:41]=2)[C:3]=1[N:22]1[CH2:25][CH:24]([CH:26]([CH3:28])[CH3:27])[CH2:23]1)[C:11]([O:13][CH:14]([CH3:16])[CH3:15])=[O:12])([CH3:21])([CH3:20])[CH3:19], predict the reactants needed to synthesize it. The reactants are: Br[C:2]1[C:3]([N:22]2[CH2:25][CH:24]([CH:26]([CH3:28])[CH3:27])[CH2:23]2)=[C:4]([C@H:10]([O:17][C:18]([CH3:21])([CH3:20])[CH3:19])[C:11]([O:13][CH:14]([CH3:16])[CH3:15])=[O:12])[C:5]([CH3:9])=[N:6][C:7]=1[CH3:8].[F:29][C:30]1[CH:47]=[CH:46][C:33]([CH2:34][CH2:35][O:36][C:37]2[CH:42]=[CH:41][C:40](B(O)O)=[CH:39][CH:38]=2)=[CH:32][CH:31]=1.C(=O)([O-])[O-].[Na+].[Na+].